The task is: Predict which catalyst facilitates the given reaction.. This data is from Catalyst prediction with 721,799 reactions and 888 catalyst types from USPTO. Reactant: CCN=C=NCCCN(C)C.C1C=CC2N(O)N=NC=2C=1.Cl.Cl.[CH3:24][C:25]1[N:29]2[C:30](=[O:39])[N:31]([CH:33]3[CH2:38][CH2:37][NH:36][CH2:35][CH2:34]3)[CH2:32][C:28]2=[CH:27][N:26]=1.[Cl:40][C:41]1[CH:50]=[C:49]2[C:44]([CH:45]=[C:46]([S:51]([CH2:54][CH2:55][C:56](O)=[O:57])(=[O:53])=[O:52])[CH2:47][O:48]2)=[CH:43][CH:42]=1. Product: [Cl:40][C:41]1[CH:50]=[C:49]2[C:44]([CH:45]=[C:46]([S:51]([CH2:54][CH2:55][C:56]([N:36]3[CH2:37][CH2:38][CH:33]([N:31]4[CH2:32][C:28]5=[CH:27][N:26]=[C:25]([CH3:24])[N:29]5[C:30]4=[O:39])[CH2:34][CH2:35]3)=[O:57])(=[O:52])=[O:53])[CH2:47][O:48]2)=[CH:43][CH:42]=1. The catalyst class is: 556.